Dataset: Full USPTO retrosynthesis dataset with 1.9M reactions from patents (1976-2016). Task: Predict the reactants needed to synthesize the given product. (1) Given the product [Cl:2][C:3]1[CH:4]=[N+:5]([O-:35])[CH:6]=[C:7]([Cl:34])[C:8]=1[CH2:9][C@@H:10]([C:19]1[CH:24]=[CH:23][C:22]([O:25][CH:26]([F:28])[F:27])=[C:21]([O:29][CH2:30][CH:31]2[CH2:33][CH2:32]2)[CH:20]=1)[O:11][C:12]([C@H:14]1[N:18]([CH2:40][C:39]2[CH:42]=[CH:43][CH:44]=[C:37]([OH:36])[CH:38]=2)[CH2:17][CH2:16][S:15]1)=[O:13], predict the reactants needed to synthesize it. The reactants are: Cl.[Cl:2][C:3]1[CH:4]=[N+:5]([O-:35])[CH:6]=[C:7]([Cl:34])[C:8]=1[CH2:9][C@@H:10]([C:19]1[CH:24]=[CH:23][C:22]([O:25][CH:26]([F:28])[F:27])=[C:21]([O:29][CH2:30][CH:31]2[CH2:33][CH2:32]2)[CH:20]=1)[O:11][C:12]([C@H:14]1[NH:18][CH2:17][CH2:16][S:15]1)=[O:13].[OH:36][C:37]1[CH:38]=[C:39]([CH:42]=[CH:43][CH:44]=1)[CH:40]=O.CC(O)=O.C(O[BH-](OC(=O)C)OC(=O)C)(=O)C.[Na+].Cl. (2) Given the product [Cl-:1].[C:14]([C:10]1[NH:11][N:12]=[N:13][C:9]=1[C:6]1[CH:7]=[CH:8][C:3]([CH2:2][P+:22]([C:23]2[CH:24]=[CH:25][CH:26]=[CH:27][CH:28]=2)([C:29]2[CH:34]=[CH:33][CH:32]=[CH:31][CH:30]=2)[C:16]2[CH:17]=[CH:18][CH:19]=[CH:20][CH:21]=2)=[CH:4][CH:5]=1)#[N:15], predict the reactants needed to synthesize it. The reactants are: [Cl:1][CH2:2][C:3]1[CH:8]=[CH:7][C:6]([C:9]2[N:13]=[N:12][NH:11][C:10]=2[C:14]#[N:15])=[CH:5][CH:4]=1.[C:16]1([P:22]([C:29]2[CH:34]=[CH:33][CH:32]=[CH:31][CH:30]=2)[C:23]2[CH:28]=[CH:27][CH:26]=[CH:25][CH:24]=2)[CH:21]=[CH:20][CH:19]=[CH:18][CH:17]=1. (3) Given the product [NH2:1][C:2]1[N:3]([CH3:22])[C:4](=[O:21])[C@:5]2([N:20]=1)[C:14]1[CH:13]=[C:12]([C:26]3[CH:27]=[N:28][CH:29]=[C:24]([F:23])[CH:25]=3)[CH:11]=[CH:10][C:9]=1[O:8][C@H:7]1[CH2:16][CH2:17][O:18][CH2:19][C@H:6]21, predict the reactants needed to synthesize it. The reactants are: [NH2:1][C:2]1[N:3]([CH3:22])[C:4](=[O:21])[C@:5]2([N:20]=1)[C:14]1[CH:13]=[C:12](Br)[CH:11]=[CH:10][C:9]=1[O:8][C@H:7]1[CH2:16][CH2:17][O:18][CH2:19][C@H:6]21.[F:23][C:24]1[CH:25]=[C:26](B(O)O)[CH:27]=[N:28][CH:29]=1. (4) The reactants are: [CH:1]([N:4]1[C:8]2[CH:9]=[CH:10][CH:11]=[CH:12][C:7]=2[N:6]([CH2:13][C:14]2[N:18]([CH2:19][CH2:20][CH:21]([CH3:23])[CH3:22])[C:17]3[CH:24]=[CH:25][C:26]([CH2:28]OS(C)(=O)=O)=[CH:27][C:16]=3[N:15]=2)[C:5]1=[O:34])([CH3:3])[CH3:2].[C-:35]#[N:36].[K+]. Given the product [CH:1]([N:4]1[C:8]2[CH:9]=[CH:10][CH:11]=[CH:12][C:7]=2[N:6]([CH2:13][C:14]2[N:18]([CH2:19][CH2:20][CH:21]([CH3:23])[CH3:22])[C:17]3[CH:24]=[CH:25][C:26]([CH2:28][C:35]#[N:36])=[CH:27][C:16]=3[N:15]=2)[C:5]1=[O:34])([CH3:2])[CH3:3], predict the reactants needed to synthesize it. (5) Given the product [CH3:1][O:2][CH2:3][CH:4]([N:6]1[CH2:11][CH2:10][N:9]2[N:12]=[C:13]([NH2:15])[CH:14]=[C:8]2[CH2:7]1)[CH3:5], predict the reactants needed to synthesize it. The reactants are: [CH3:1][O:2][CH2:3][CH:4]([N:6]1[CH2:11][CH2:10][N:9]2[N:12]=[C:13]([N+:15]([O-])=O)[CH:14]=[C:8]2[CH2:7]1)[CH3:5].[H][H]. (6) Given the product [F:17][B-:16]([F:20])([F:19])[F:18].[Cl:1][C:2]1[C:11]2[C:6](=[CH:7][CH:8]=[C:9]([O:12][CH3:13])[N:10]=2)[N:5]=[CH:4][C:3]=1[N+:14]#[N:21], predict the reactants needed to synthesize it. The reactants are: [Cl:1][C:2]1[C:11]2[C:6](=[CH:7][CH:8]=[C:9]([O:12][CH3:13])[N:10]=2)[N:5]=[CH:4][C:3]=1[NH2:14].[H+].[B-:16]([F:20])([F:19])([F:18])[F:17].[N:21]([O-])=O.[Na+]. (7) Given the product [Cl:1][C:2]1[N:11]=[CH:10][C:9]2[N:8]([CH2:12][C:13]([NH:34][CH:33]3[CH2:31][CH2:32]3)=[O:15])[CH2:7][C@@H:6]3[CH2:16][O:17][CH2:18][CH2:19][N:5]3[C:4]=2[N:3]=1, predict the reactants needed to synthesize it. The reactants are: [Cl:1][C:2]1[N:11]=[CH:10][C:9]2[N:8]([CH2:12][C:13]([OH:15])=O)[CH2:7][C@@H:6]3[CH2:16][O:17][CH2:18][CH2:19][N:5]3[C:4]=2[N:3]=1.CN(C(ON1N=NC2[CH:31]=[CH:32][CH:33]=[N:34]C1=2)=[N+](C)C)C.F[P-](F)(F)(F)(F)F.C1(N)CC1.C(N(CC)CC)C. (8) Given the product [OH:1][CH2:2][C:3]1[NH:4][C:5]([C:9]2[C:10]([CH3:19])=[CH:11][C:12]([CH3:18])=[C:13]([CH:17]=2)[C:14]([N:41]2[CH2:44][CH:43]([C:45]3[CH:52]=[CH:51][C:48]([C:49]#[N:50])=[CH:47][CH:46]=3)[CH2:42]2)=[O:16])=[C:6]([CH3:8])[N:7]=1, predict the reactants needed to synthesize it. The reactants are: [OH:1][CH2:2][C:3]1[NH:4][C:5]([C:9]2[C:10]([CH3:19])=[CH:11][C:12]([CH3:18])=[C:13]([CH:17]=2)[C:14]([OH:16])=O)=[C:6]([CH3:8])[N:7]=1.C(CC1NC(C2C(C)=CC(C)=C(C=2)C(O)=O)=C(C)N=1)#N.Cl.[NH:41]1[CH2:44][CH:43]([C:45]2[CH:52]=[CH:51][C:48]([C:49]#[N:50])=[CH:47][CH:46]=2)[CH2:42]1.Cl.FC1(C2C=CC(C#N)=CC=2)CNC1. (9) Given the product [CH3:16][S:26]([C:3]1[N:7]=[C:6]([C:8]2[CH:13]=[CH:12][CH:11]=[C:10]([Cl:14])[CH:9]=2)[S:5][N:4]=1)(=[O:29])=[O:27], predict the reactants needed to synthesize it. The reactants are: CS[C:3]1[N:7]=[C:6]([C:8]2[CH:13]=[CH:12][CH:11]=[C:10]([Cl:14])[CH:9]=2)[S:5][N:4]=1.Cl[C:16]1C=C(C=CC=1)C(OO)=O.[S:26]([O-:29])([O-])=[O:27].[Na+].[Na+]. (10) Given the product [F:14][C:15]1[C:23]([CH3:24])=[C:22]2[C:18]([CH:19]=[C:20]([C:25]([NH:1][C@@H:2]3[CH2:6][CH2:5][NH:4][CH2:3]3)=[O:26])[NH:21]2)=[CH:17][CH:16]=1, predict the reactants needed to synthesize it. The reactants are: [NH2:1][C@@H:2]1[CH2:6][CH2:5][N:4](C(OC(C)(C)C)=O)[CH2:3]1.[F:14][C:15]1[C:23]([CH3:24])=[C:22]2[C:18]([CH:19]=[C:20]([C:25](O)=[O:26])[NH:21]2)=[CH:17][CH:16]=1.N.